From a dataset of Reaction yield outcomes from USPTO patents with 853,638 reactions. Predict the reaction yield, written as a fraction of the theoretical maximum amount of product (1.0 means a 100% yield; for example, 0.34 means a 34% yield). (1) The reactants are Cl[C:2]1[C:7]([C:8]#[N:9])=[CH:6][CH:5]=[CH:4][N:3]=1.[F:10][C:11]1[CH:12]=[C:13](B(O)O)[CH:14]=[CH:15][CH:16]=1. No catalyst specified. The product is [F:10][C:11]1[CH:16]=[C:15]([C:2]2[N:3]=[CH:4][CH:5]=[CH:6][C:7]=2[C:8]#[N:9])[CH:14]=[CH:13][CH:12]=1. The yield is 0.910. (2) The reactants are [Br:1][C:2]1[CH:3]=[N+:4]([O-])[CH:5]=[C:6]([Br:8])[CH:7]=1.[CH2:10]([N:12](CC)CC)C.C[Si](C#N)(C)C. The catalyst is C(#N)C.ClCCl.C(=O)([O-])[O-].[Na+].[Na+].O. The product is [Br:1][C:2]1[C:3]([C:10]#[N:12])=[N:4][CH:5]=[C:6]([Br:8])[CH:7]=1. The yield is 0.730. (3) The reactants are CS(O[CH2:6][CH2:7][C@H:8]1[CH2:19][CH2:18][C:17]2[S:16][C:15]3[N:14]=[CH:13][N:12]=[C:11]([O:20][CH:21]4[CH2:26][CH2:25][CH:24]([N:27]([CH3:36])[CH2:28][C:29](=[O:35])[N:30]5[CH2:34][CH2:33][CH2:32][CH2:31]5)[CH2:23][CH2:22]4)[C:10]=3[C:9]1=2)(=O)=O.[C-:37]#[N:38].[Na+]. The catalyst is CS(C)=O.CN(C)C1C=CN=CC=1. The product is [CH3:36][N:27]([CH2:28][C:29](=[O:35])[N:30]1[CH2:34][CH2:33][CH2:32][CH2:31]1)[CH:24]1[CH2:23][CH2:22][CH:21]([O:20][C:11]2[C:10]3[C:9]4[C@@H:8]([CH2:7][CH2:6][C:37]#[N:38])[CH2:19][CH2:18][C:17]=4[S:16][C:15]=3[N:14]=[CH:13][N:12]=2)[CH2:26][CH2:25]1. The yield is 0.860. (4) The reactants are [O:1]([CH2:8][C:9]([O:11][CH3:12])=[O:10])[C:2]1[CH:7]=[CH:6][CH:5]=[CH:4][CH:3]=1.[Cl:13][S:14](O)(=[O:16])=[O:15]. No catalyst specified. The product is [Cl:13][S:14]([C:5]1[CH:6]=[CH:7][C:2]([O:1][CH2:8][C:9]([O:11][CH3:12])=[O:10])=[CH:3][CH:4]=1)(=[O:16])=[O:15]. The yield is 0.830. (5) The reactants are [OH:1][CH2:2][CH2:3][CH2:4][CH2:5][CH2:6][C:7]([O:9][CH2:10][CH3:11])=[O:8].C(N(CC)CC)C.[CH3:19][S:20](Cl)(=[O:22])=[O:21]. The catalyst is ClCCl. The product is [CH3:19][S:20]([O:1][CH2:2][CH2:3][CH2:4][CH2:5][CH2:6][C:7]([O:9][CH2:10][CH3:11])=[O:8])(=[O:22])=[O:21]. The yield is 0.850. (6) The reactants are [Br:1][C:2]1[CH:8]=[CH:7][C:5]([NH2:6])=[CH:4][C:3]=1[CH3:9].[C:10](O)(=[O:12])[CH3:11].C(OC(=O)C)(=O)C. No catalyst specified. The product is [Br:1][C:2]1[CH:8]=[CH:7][C:5]([NH:6][C:10](=[O:12])[CH3:11])=[CH:4][C:3]=1[CH3:9]. The yield is 0.940.